This data is from Full USPTO retrosynthesis dataset with 1.9M reactions from patents (1976-2016). The task is: Predict the reactants needed to synthesize the given product. The reactants are: [Cl:1][C:2]1[C:11]([CH:12]([C:14]2[N:18]3[N:19]=[C:20]([C:23]4[CH:24]=[N:25][N:26]([CH:28]5[CH2:33][CH2:32][NH:31][CH2:30][CH2:29]5)[CH:27]=4)[CH:21]=[CH:22][C:17]3=[N:16][CH:15]=2)[CH3:13])=[CH:10][CH:9]=[C:8]2[C:3]=1[CH:4]=[CH:5][CH:6]=[N:7]2.C=O.[C:36]([BH3-])#N.[Na+].C(O)(=O)C. Given the product [Cl:1][C:2]1[C:11]([CH:12]([C:14]2[N:18]3[N:19]=[C:20]([C:23]4[CH:24]=[N:25][N:26]([CH:28]5[CH2:29][CH2:30][N:31]([CH3:36])[CH2:32][CH2:33]5)[CH:27]=4)[CH:21]=[CH:22][C:17]3=[N:16][CH:15]=2)[CH3:13])=[CH:10][CH:9]=[C:8]2[C:3]=1[CH:4]=[CH:5][CH:6]=[N:7]2, predict the reactants needed to synthesize it.